Dataset: Forward reaction prediction with 1.9M reactions from USPTO patents (1976-2016). Task: Predict the product of the given reaction. (1) Given the reactants CC1C2C(S([Cl:15])(=O)=O)=CC=CC=2C=NC=1.C(OC(N[C@@H]1CCNC1)=O)(C)(C)C.C(OC([NH:36][C@@H:37]1[CH2:41][CH2:40][N:39]([S:42]([C:45]2[C:46]3[C:47]([CH3:55])=[CH:48][N:49]=[CH:50][C:51]=3[CH:52]=[CH:53][CH:54]=2)(=[O:44])=[O:43])[CH2:38]1)=O)(C)(C)C, predict the reaction product. The product is: [NH2:36][C@@H:37]1[CH2:41][CH2:40][N:39]([S:42]([C:45]2[C:46]3[C:47]([CH3:55])=[CH:48][N:49]=[CH:50][C:51]=3[CH:52]=[CH:53][CH:54]=2)(=[O:44])=[O:43])[CH2:38]1.[ClH:15]. (2) Given the reactants [Cl:1][C:2]1[N:3]=[C:4](Cl)[C:5]2[CH2:10][O:9][C:8](=[O:11])[C:6]=2[N:7]=1.Cl.[CH:14]12[O:21][CH:18]([CH2:19][CH2:20]1)[CH2:17][NH:16][CH2:15]2.C(N(CC)CC)C.CCOC(C)=O, predict the reaction product. The product is: [CH:18]12[O:21][CH:14]([CH2:20][CH2:19]1)[CH2:15][N:16]([C:4]1[C:5]3[CH2:10][O:9][C:8](=[O:11])[C:6]=3[N:7]=[C:2]([Cl:1])[N:3]=1)[CH2:17]2. (3) The product is: [BrH:1].[Cl:15][C:10]1[CH:11]=[C:12]2[C:7](=[CH:8][CH:9]=1)[CH:6]=[C:5]([C:3]1[N:19]3[CH2:20][CH2:21][N:17]=[C:18]3[S:22][C:2]=1[CH3:16])[CH:14]=[CH:13]2. Given the reactants [Br:1][CH:2]([CH3:16])[C:3]([C:5]1[CH:14]=[CH:13][C:12]2[C:7](=[CH:8][CH:9]=[C:10]([Cl:15])[CH:11]=2)[CH:6]=1)=O.[NH:17]1[CH2:21][CH2:20][NH:19][C:18]1=[S:22].CC(O)=O, predict the reaction product. (4) Given the reactants Cl[C:2]1[CH:3]=[CH:4][C:5]2[N:6]([C:8]([C:11]3[O:19][C:18]4[CH:17]=[CH:16][N:15]=[C:14]([O:20][CH3:21])[C:13]=4[CH:12]=3)=[CH:9][N:10]=2)[N:7]=1.[NH2:22][CH2:23][C@H:24]([C:26]1[CH:31]=[CH:30][CH:29]=[CH:28][CH:27]=1)[OH:25].C(N(C(C)C)C(C)C)C, predict the reaction product. The product is: [CH3:21][O:20][C:14]1[C:13]2[CH:12]=[C:11]([C:8]3[N:6]4[N:7]=[C:2]([NH:22][CH2:23][C@@H:24]([C:26]5[CH:31]=[CH:30][CH:29]=[CH:28][CH:27]=5)[OH:25])[CH:3]=[CH:4][C:5]4=[N:10][CH:9]=3)[O:19][C:18]=2[CH:17]=[CH:16][N:15]=1.